This data is from Peptide-MHC class I binding affinity with 185,985 pairs from IEDB/IMGT. The task is: Regression. Given a peptide amino acid sequence and an MHC pseudo amino acid sequence, predict their binding affinity value. This is MHC class I binding data. (1) The peptide sequence is VHAPPMQLGF. The MHC is Mamu-B1001 with pseudo-sequence Mamu-B1001. The binding affinity (normalized) is 1.00. (2) The peptide sequence is AVMFFPFWF. The MHC is HLA-B27:05 with pseudo-sequence HLA-B27:05. The binding affinity (normalized) is 0.0847. (3) The MHC is HLA-A68:02 with pseudo-sequence HLA-A68:02. The binding affinity (normalized) is 0.0681. The peptide sequence is ALTDVEKRI. (4) The peptide sequence is QTDNDIWFW. The MHC is HLA-A26:01 with pseudo-sequence HLA-A26:01. The binding affinity (normalized) is 0.0847. (5) The peptide sequence is VWIRTPPAYR. The MHC is Patr-A0401 with pseudo-sequence Patr-A0401. The binding affinity (normalized) is 1.00. (6) The peptide sequence is NYSGVVTTI. The MHC is HLA-A30:02 with pseudo-sequence HLA-A30:02. The binding affinity (normalized) is 0.00504. (7) The peptide sequence is MATYGWNLVK. The MHC is HLA-A11:01 with pseudo-sequence HLA-A11:01. The binding affinity (normalized) is 0.453.